From a dataset of NCI-60 drug combinations with 297,098 pairs across 59 cell lines. Regression. Given two drug SMILES strings and cell line genomic features, predict the synergy score measuring deviation from expected non-interaction effect. (1) Drug 1: C1CN1C2=NC(=NC(=N2)N3CC3)N4CC4. Drug 2: C1=CC(=CC=C1CCC2=CNC3=C2C(=O)NC(=N3)N)C(=O)NC(CCC(=O)O)C(=O)O. Cell line: HOP-62. Synergy scores: CSS=62.6, Synergy_ZIP=-8.62, Synergy_Bliss=-6.63, Synergy_Loewe=-5.46, Synergy_HSA=-1.54. (2) Drug 1: CC1CCC2CC(C(=CC=CC=CC(CC(C(=O)C(C(C(=CC(C(=O)CC(OC(=O)C3CCCCN3C(=O)C(=O)C1(O2)O)C(C)CC4CCC(C(C4)OC)OCCO)C)C)O)OC)C)C)C)OC. Drug 2: CCC1(CC2CC(C3=C(CCN(C2)C1)C4=CC=CC=C4N3)(C5=C(C=C6C(=C5)C78CCN9C7C(C=CC9)(C(C(C8N6C)(C(=O)OC)O)OC(=O)C)CC)OC)C(=O)OC)O.OS(=O)(=O)O. Cell line: KM12. Synergy scores: CSS=-4.50, Synergy_ZIP=2.35, Synergy_Bliss=0.276, Synergy_Loewe=-5.96, Synergy_HSA=-5.15.